Dataset: Catalyst prediction with 721,799 reactions and 888 catalyst types from USPTO. Task: Predict which catalyst facilitates the given reaction. (1) Reactant: [F:1][C:2]([F:7])([F:6])[C:3]([OH:5])=[O:4].[N:8]1[CH:13]=[CH:12][C:11]([NH:14][S:15]([C:18]2[CH:27]=[CH:26][C:25]3[C:20](=[CH:21][CH:22]=[CH:23][C:24]=3[C:28]3[CH:33]=[CH:32][C:31]([C:34]([F:37])([F:36])[F:35])=[CH:30][C:29]=3[C:38]3[CH2:39][CH2:40][NH:41][CH2:42][CH:43]=3)[CH:19]=2)(=[O:17])=[O:16])=[N:10][CH:9]=1.C=O.[Na]. Product: [F:1][C:2]([F:7])([F:6])[C:3]([OH:5])=[O:4].[CH3:2][N:41]1[CH2:40][CH:39]=[C:38]([C:29]2[CH:30]=[C:31]([C:34]([F:35])([F:36])[F:37])[CH:32]=[CH:33][C:28]=2[C:24]2[CH:23]=[CH:22][CH:21]=[C:20]3[C:25]=2[CH:26]=[CH:27][C:18]([S:15]([NH:14][C:11]2[CH:12]=[CH:13][N:8]=[CH:9][N:10]=2)(=[O:17])=[O:16])=[CH:19]3)[CH2:43][CH2:42]1. The catalyst class is: 5. (2) Reactant: [O:1]1[C:5]2([CH2:10][CH2:9][C:8](=O)[CH2:7][CH2:6]2)[O:4][CH2:3][CH2:2]1.[C:12]1([C@@H:18]([NH2:20])[CH3:19])[CH:17]=[CH:16][CH:15]=[CH:14][CH:13]=1.C(O[BH-](OC(=O)C)OC(=O)C)(=O)C.[Na+]. Product: [C:12]1([C@@H:18]([NH:20][CH:8]2[CH2:9][CH2:10][C:5]3([O:4][CH2:3][CH2:2][O:1]3)[CH2:6][CH2:7]2)[CH3:19])[CH:17]=[CH:16][CH:15]=[CH:14][CH:13]=1. The catalyst class is: 68. (3) Reactant: [CH3:1][O:2][C:3]([C:5]12[CH2:12][CH2:11][C:8]([CH2:13][CH2:14][C:15](O)=[O:16])([CH2:9][CH2:10]1)[CH2:7][CH2:6]2)=[O:4].B.Cl. Product: [OH:16][CH2:15][CH2:14][CH2:13][C:8]12[CH2:9][CH2:10][C:5]([C:3]([O:2][CH3:1])=[O:4])([CH2:12][CH2:11]1)[CH2:6][CH2:7]2. The catalyst class is: 7. (4) Reactant: [CH2:1]([N:4]1[C:13](=[O:14])[C:12]2[NH:11][C:10]([C:15]3[CH:16]=[N:17][C:18](Cl)=[CH:19][CH:20]=3)=[N:9][C:8]=2[N:7]([CH2:22][CH2:23]C)[C:5]1=[O:6])[CH2:2]C.[NH2:25][NH2:26]. Product: [CH2:1]([N:4]1[C:13](=[O:14])[C:12]2[NH:11][C:10]([C:15]3[CH:16]=[N:17][C:18]([NH:25][NH2:26])=[CH:19][CH:20]=3)=[N:9][C:8]=2[N:7]([CH2:22][CH3:23])[C:5]1=[O:6])[CH3:2]. The catalyst class is: 8. (5) Reactant: [OH:1][C:2]1([C:13]2[CH:18]=[CH:17][C:16]([C:19]([F:22])([F:21])[F:20])=[CH:15][CH:14]=2)[CH2:7][CH2:6][N:5](C(OCC)=O)[CH2:4][CH2:3]1.[OH-].[K+]. Product: [F:22][C:19]([F:20])([F:21])[C:16]1[CH:15]=[CH:14][C:13]([C:2]2([OH:1])[CH2:7][CH2:6][NH:5][CH2:4][CH2:3]2)=[CH:18][CH:17]=1. The catalyst class is: 40.